Task: Predict the reactants needed to synthesize the given product.. Dataset: Full USPTO retrosynthesis dataset with 1.9M reactions from patents (1976-2016) (1) The reactants are: [Br:1][C:2]1[N:7]=[C:6]([CH:8]=O)[C:5]([F:10])=[CH:4][CH:3]=1.[CH2:11](P(=O)(OCC)OCC)[C:12]1[CH:17]=[CH:16][CH:15]=[CH:14][CH:13]=1.CC(C)([O-])C.[K+]. Given the product [Br:1][C:2]1[N:7]=[C:6](/[CH:8]=[CH:11]/[C:12]2[CH:17]=[CH:16][CH:15]=[CH:14][CH:13]=2)[C:5]([F:10])=[CH:4][CH:3]=1, predict the reactants needed to synthesize it. (2) Given the product [CH3:1][C:2]1[CH:3]=[C:4]2[C:13](=[CH:14][C:15]=1[CH:16]=[O:17])[C:12]1[N:8]([CH:9]=[C:10]([C:18]3[N:22]([CH:23]([CH3:25])[CH3:24])[N:21]=[CH:20][N:19]=3)[N:11]=1)[CH2:7][CH2:6][O:5]2, predict the reactants needed to synthesize it. The reactants are: [CH3:1][C:2]1[CH:3]=[C:4]2[C:13](=[CH:14][C:15]=1[CH2:16][OH:17])[C:12]1[N:8]([CH:9]=[C:10]([C:18]3[N:22]([CH:23]([CH3:25])[CH3:24])[N:21]=[CH:20][N:19]=3)[N:11]=1)[CH2:7][CH2:6][O:5]2.IC1C=CC=CC=1C(O)=O. (3) Given the product [OH:36][CH2:35][C@@H:34]([NH:33][C:3]([C:2]1[CH:5]=[C:24]2[C:18](=[CH:19][CH:20]=1)[CH:31]=[N:29][C:30]([NH:13][C@H:12]1[CH2:11][CH2:10][O:9][CH2:8][C@H:7]1[F:6])=[CH:26]2)=[O:4])[C:37]1[CH:42]=[CH:41][C:40]([O:43][CH3:44])=[CH:39][CH:38]=1, predict the reactants needed to synthesize it. The reactants are: N[C@@H:2]([CH3:5])[CH2:3][OH:4].[F:6][C@H:7]1[C@@H:12]([NH2:13])[CH2:11][CH2:10][O:9][CH2:8]1.Cl.FC1C=[C:18]([C@@H:24]([C:26]2C=N[N:29]([CH3:31])[CH:30]=2)N)[CH:19]=[CH:20]C=1OC.Cl.[NH2:33][C@@H:34]([C:37]1[CH:42]=[CH:41][C:40]([O:43][CH3:44])=[CH:39][CH:38]=1)[CH2:35][OH:36]. (4) The reactants are: C([O:3][C:4]([C:6]1[N:7]([CH3:37])[N:8]=[C:9]([C:12]2[CH:17]=[CH:16][C:15]([O:18][CH2:19][C:20]3[C:25]([N:26]4[C:30](=[O:31])[N:29]([CH3:32])[N:28]=[N:27]4)=[CH:24][CH:23]=[CH:22][C:21]=3[CH:33]3[CH2:35][CH2:34]3)=[C:14]([CH3:36])[CH:13]=2)[C:10]=1[CH3:11])=[O:5])C.O1CCCC1.CO.[OH-].[Li+]. Given the product [CH:33]1([C:21]2[CH:22]=[CH:23][CH:24]=[C:25]([N:26]3[C:30](=[O:31])[N:29]([CH3:32])[N:28]=[N:27]3)[C:20]=2[CH2:19][O:18][C:15]2[CH:16]=[CH:17][C:12]([C:9]3[C:10]([CH3:11])=[C:6]([C:4]([OH:5])=[O:3])[N:7]([CH3:37])[N:8]=3)=[CH:13][C:14]=2[CH3:36])[CH2:35][CH2:34]1, predict the reactants needed to synthesize it.